Dataset: CYP2C9 inhibition data for predicting drug metabolism from PubChem BioAssay. Task: Regression/Classification. Given a drug SMILES string, predict its absorption, distribution, metabolism, or excretion properties. Task type varies by dataset: regression for continuous measurements (e.g., permeability, clearance, half-life) or binary classification for categorical outcomes (e.g., BBB penetration, CYP inhibition). Dataset: cyp2c9_veith. (1) The compound is CCc1ccccc1NC(=O)NC1CC2CCC(C1)N2Cc1cccs1. The result is 0 (non-inhibitor). (2) The drug is O=c1c(-c2ccc(F)cc2)nc2cnc(N3CCOCC3)nc2n1C1CC1. The result is 0 (non-inhibitor). (3) The compound is O=c1ccc(NS(=O)(=O)c2ccc(Cl)cc2)cn1Cc1ccc(Cl)c(Cl)c1. The result is 1 (inhibitor). (4) The drug is Cc1ccc2c(c1)N(CC(=O)NCc1cccs1)C(=O)C(C)O2. The result is 0 (non-inhibitor). (5) The compound is O=c1c(-c2ccc(F)c(F)c2)nc2cncnc2n1C1CC1. The result is 0 (non-inhibitor). (6) The molecule is Cc1ccc(-c2nc3ncccn3c2NC(=O)C2CC2)cc1. The result is 0 (non-inhibitor). (7) The drug is CC(NC(=O)c1cccc(F)c1)C(c1cccs1)N1CCN(C)CC1. The result is 0 (non-inhibitor).